This data is from Reaction yield outcomes from USPTO patents with 853,638 reactions. The task is: Predict the reaction yield, written as a fraction of the theoretical maximum amount of product (1.0 means a 100% yield; for example, 0.34 means a 34% yield). (1) The reactants are [F:1][C:2]1[CH:14]=[C:13]([N+:15]([O-])=O)[CH:12]=[CH:11][C:3]=1[NH:4][CH2:5][CH2:6][CH2:7][CH2:8][CH2:9][CH3:10]. The catalyst is CO.[Pd]. The product is [F:1][C:2]1[CH:14]=[C:13]([NH2:15])[CH:12]=[CH:11][C:3]=1[NH:4][CH2:5][CH2:6][CH2:7][CH2:8][CH2:9][CH3:10]. The yield is 0.880. (2) The reactants are [NH2:1][C:2]1[O:15][C:14]2[C:13]3[C:8](=[CH:9][CH:10]=[C:11]([NH2:16])[N:12]=3)[CH:7]=[CH:6][C:5]=2[CH:4]([C:17]2[CH:22]=[C:21]([O:23][CH3:24])[C:20]([O:25][CH3:26])=[C:19]([Br:27])[CH:18]=2)[C:3]=1[C:28]#[N:29].[CH2:30]([S:32]N=C=O)C.[C:36](#[N:38])C. No catalyst specified. The product is [NH2:1][C:2]1[O:15][C:14]2[C:13]3[C:8](=[CH:9][CH:10]=[C:11]([NH:16][C:30]([NH:38][CH3:36])=[S:32])[N:12]=3)[CH:7]=[CH:6][C:5]=2[CH:4]([C:17]2[CH:22]=[C:21]([O:23][CH3:24])[C:20]([O:25][CH3:26])=[C:19]([Br:27])[CH:18]=2)[C:3]=1[C:28]#[N:29]. The yield is 0.590. (3) The reactants are [OH:1][C:2]1[CH:3]=[C:4]([NH:8][C:9]2[N:14]=[C:13]([C:15](OCC)=[O:16])[C:12]([N+:20]([O-])=O)=[C:11]([NH:23][C:24]3[CH:29]=[CH:28][CH:27]=[CH:26][C:25]=3[O:30][CH3:31])[N:10]=2)[CH:5]=[CH:6][CH:7]=1.ClC1N=C([C:39](OCC)=[O:40])C([N+]([O-])=O)=C(NC2C=CC=CC=2OC)N=1.[NH2:56]C1C=C(O)C=CC=1.C(N(CC)C(C)C)(C)C. The catalyst is CN(C=O)C. The product is [OH:1][C:2]1[CH:3]=[C:4]([NH:8][C:9]2[N:10]=[C:11]3[C:12]([NH:20][C:39](=[O:40])[N:23]3[C:24]3[CH:29]=[CH:28][CH:27]=[CH:26][C:25]=3[O:30][CH3:31])=[C:13]([C:15]([NH2:56])=[O:16])[N:14]=2)[CH:5]=[CH:6][CH:7]=1. The yield is 0.940.